From a dataset of Reaction yield outcomes from USPTO patents with 853,638 reactions. Predict the reaction yield, written as a fraction of the theoretical maximum amount of product (1.0 means a 100% yield; for example, 0.34 means a 34% yield). (1) The reactants are [CH:1]([NH:4][C:5]([C@@H:7]1[CH2:12][CH2:11][C@H:10]([N:13]2[C:21]3[CH:20]=[C:19]([O:22][CH2:23][CH2:24][N:25]4[CH2:30][CH2:29][CH2:28][CH2:27][CH2:26]4)[N:18]=[CH:17][C:16]=3[NH:15]/[C:14]/2=[N:31]\[C:32]([C:34]2[CH:35]=[CH:36][C:37]3C=CS[C:38]=3[CH:42]=2)=[O:33])[CH2:9][CH2:8]1)=[O:6])([CH3:3])[CH3:2].[CH3:43][O:44]C1C=C(C=CC=1)C(O)=O. No catalyst specified. The product is [CH:1]([NH:4][C:5]([C@@H:7]1[CH2:12][CH2:11][C@H:10]([N:13]2[C:21]3[CH:20]=[C:19]([O:22][CH2:23][CH2:24][N:25]4[CH2:30][CH2:29][CH2:28][CH2:27][CH2:26]4)[N:18]=[CH:17][C:16]=3[NH:15]/[C:14]/2=[N:31]\[C:32](=[O:33])[C:34]2[CH:35]=[CH:36][CH:37]=[C:38]([O:44][CH3:43])[CH:42]=2)[CH2:9][CH2:8]1)=[O:6])([CH3:2])[CH3:3]. The yield is 0.425. (2) The reactants are [CH3:1][N:2]([S:20]([C:23]1[S:24][CH:25]=[CH:26][CH:27]=1)(=[O:22])=[O:21])[C:3]1[CH:4]=[CH:5][CH:6]=[C:7]2[C:11]=1[NH:10][C:9]([C:12]1[S:13][CH:14]([C:17](O)=[O:18])[CH2:15][N:16]=1)=[CH:8]2.[N:28]1(O)C2C=CC=CC=2N=N1.Cl.CN(C)CCCN=C=NCC.N. The catalyst is CN(C)C=O.O. The product is [CH3:1][N:2]([S:20]([C:23]1[S:24][CH:25]=[CH:26][CH:27]=1)(=[O:22])=[O:21])[C:3]1[CH:4]=[CH:5][CH:6]=[C:7]2[C:11]=1[NH:10][C:9]([C:12]1[S:13][CH:14]([C:17]([NH2:28])=[O:18])[CH2:15][N:16]=1)=[CH:8]2. The yield is 0.110. (3) The reactants are CC1C=CC(S(Cl)(=O)=O)=CC=1.[CH2:12]([OH:18])[CH2:13][CH2:14][CH2:15][C:16]#[CH:17].N1C=CC=CC=1.CC1C=CC(S(OCCCCC#C)(=O)=O)=CC=1.[O:42]=[CH:43][C:44]1[CH:52]=[CH:51][C:49](O)=[C:46]([O:47][CH3:48])[CH:45]=1. The catalyst is C(Cl)Cl. The product is [CH2:12]([O:18][C:49]1[CH:51]=[CH:52][C:44]([CH:43]=[O:42])=[CH:45][C:46]=1[O:47][CH3:48])[CH2:13][CH2:14][CH2:15][C:16]#[CH:17]. The yield is 0.620.